This data is from Forward reaction prediction with 1.9M reactions from USPTO patents (1976-2016). The task is: Predict the product of the given reaction. (1) The product is: [CH3:19][O:18][C:16](=[O:17])[CH2:15][O:14][C:12]1[CH:11]=[CH:10][C:9]([F:20])=[C:8]2[C:13]=1[C:4]([O:3][CH:2]([F:33])[F:1])=[C:5]([CH2:23][C:24]1[CH:29]=[CH:28][C:27]([C:35]3[CH:36]=[N:37][O:38][C:39]=3[CH:40]3[CH2:42][CH2:41]3)=[CH:26][CH:25]=1)[C:6]([CH2:21][CH3:22])=[N:7]2. Given the reactants [F:1][CH:2]([F:33])[O:3][C:4]1[C:13]2[C:8](=[C:9]([F:20])[CH:10]=[CH:11][C:12]=2[O:14][CH2:15][C:16]([O:18][CH3:19])=[O:17])[N:7]=[C:6]([CH2:21][CH3:22])[C:5]=1[CH2:23][C:24]1[CH:29]=[CH:28][C:27](B(O)O)=[CH:26][CH:25]=1.Br[C:35]1[CH:36]=[N:37][O:38][C:39]=1[CH:40]1[CH2:42][CH2:41]1.C(=O)([O-])O.[Na+].Cl, predict the reaction product. (2) Given the reactants [CH:1]12[CH2:9][CH2:8][CH:5]([CH2:6][CH2:7]1)[CH2:4][N:3]([C:10]1[N:15]=[C:14]([C:16]3[CH:25]=[CH:24][C:19]4[N:20]=[C:21]([NH2:23])[S:22][C:18]=4[CH:17]=3)[CH:13]=[N:12][CH:11]=1)[CH2:2]2.[C:26](OC(=O)C)(=[O:28])[CH3:27].[Al], predict the reaction product. The product is: [CH:5]12[CH2:8][CH2:9][CH:1]([CH2:7][CH2:6]1)[CH2:2][N:3]([C:10]1[N:15]=[C:14]([C:16]3[CH:25]=[CH:24][C:19]4[N:20]=[C:21]([NH:23][C:26](=[O:28])[CH3:27])[S:22][C:18]=4[CH:17]=3)[CH:13]=[N:12][CH:11]=1)[CH2:4]2.